Dataset: Reaction yield outcomes from USPTO patents with 853,638 reactions. Task: Predict the reaction yield, written as a fraction of the theoretical maximum amount of product (1.0 means a 100% yield; for example, 0.34 means a 34% yield). (1) The reactants are [Cl:1][C:2]1[CH:3]=[CH:4][C:5]([NH:8][C:9](=[O:29])[C:10]2[CH:15]=[C:14](I)[CH:13]=[CH:12][C:11]=2[NH:17][C:18]([CH:20]2[CH2:25][CH2:24][N:23]([CH:26]([CH3:28])[CH3:27])[CH2:22][CH2:21]2)=[O:19])=[N:6][CH:7]=1.[C:30]1(B(O)O)[CH:35]=[CH:34][CH:33]=[CH:32][CH:31]=1.O.C(=O)([O-])[O-].[Na+].[Na+]. The yield is 0.570. The catalyst is C1(C)C=CC=CC=1.[Pd].C1(P(C2C=CC=CC=2)C2C=CC=CC=2)C=CC=CC=1.C1(P(C2C=CC=CC=2)C2C=CC=CC=2)C=CC=CC=1.C1(P(C2C=CC=CC=2)C2C=CC=CC=2)C=CC=CC=1.C1(P(C2C=CC=CC=2)C2C=CC=CC=2)C=CC=CC=1. The product is [ClH:1].[Cl:1][C:2]1[CH:3]=[CH:4][C:5]([NH:8][C:9](=[O:29])[C:10]2[CH:15]=[C:14]([C:30]3[CH:35]=[CH:34][CH:33]=[CH:32][CH:31]=3)[CH:13]=[CH:12][C:11]=2[NH:17][C:18]([CH:20]2[CH2:25][CH2:24][N:23]([CH:26]([CH3:28])[CH3:27])[CH2:22][CH2:21]2)=[O:19])=[N:6][CH:7]=1. (2) The reactants are Cl[C:2]1[N:11]=[CH:10][C:9]2[C:4](=[C:5]([O:12][CH:13]3[CH2:18][CH2:17][O:16][CH2:15][CH2:14]3)[CH:6]=[CH:7][CH:8]=2)[N:3]=1.N[C@H:20]1[CH2:25][CH2:24][C@H:23]([OH:26])[CH2:22][CH2:21]1.C1CCN2C(=[N:31]CCC2)CC1. The catalyst is CC#N. The product is [O:16]1[CH2:17][CH2:18][CH:13]([O:12][C:5]2[CH:6]=[CH:7][CH:8]=[C:9]3[C:4]=2[N:3]=[C:2]([NH:31][C:23]2([OH:26])[CH2:24][CH2:25][CH2:20][CH2:21][CH2:22]2)[N:11]=[CH:10]3)[CH2:14][CH2:15]1. The yield is 0.280. (3) The reactants are C[Si](C)(C)CCOC[N:7]1[C:11]2[CH:12]=[CH:13][CH:14]=[CH:15][C:10]=2[N:9]=[C:8]1[C:16]1[O:17][C:18]2[CH:24]=[C:23]([C:25]3[CH:26]=[C:27]([NH2:31])[CH:28]=[N:29][CH:30]=3)[CH:22]=[CH:21][C:19]=2[N:20]=1.N1C=CC=CC=1.[F:40][C:41]1[CH:46]=[CH:45][C:44]([S:47](Cl)(=[O:49])=[O:48])=[CH:43][CH:42]=1. No catalyst specified. The product is [NH:7]1[C:11]2[CH:12]=[CH:13][CH:14]=[CH:15][C:10]=2[N:9]=[C:8]1[C:16]1[O:17][C:18]2[CH:24]=[C:23]([C:25]3[CH:26]=[C:27]([NH:31][S:47]([C:44]4[CH:45]=[CH:46][C:41]([F:40])=[CH:42][CH:43]=4)(=[O:49])=[O:48])[CH:28]=[N:29][CH:30]=3)[CH:22]=[CH:21][C:19]=2[N:20]=1. The yield is 0.200.